Dataset: Forward reaction prediction with 1.9M reactions from USPTO patents (1976-2016). Task: Predict the product of the given reaction. (1) Given the reactants [F:1][CH:2]([F:6])[C:3](F)=O.[N:7]1([CH:13]=[CH:14][C:15]([O:17]C)=[O:16])CCCC[CH2:8]1.C([N:21](CC)CC)C.CNN.[OH-].[Na+], predict the reaction product. The product is: [F:1][CH:2]([F:6])[C:3]1[C:14]([C:15]([OH:17])=[O:16])=[CH:13][N:7]([CH3:8])[N:21]=1. (2) Given the reactants [CH:1]1([C:4]2[C:5]([O:13][CH2:14][CH:15]([F:17])[F:16])=[CH:6][C:7]([C:10]([OH:12])=O)=[N:8][CH:9]=2)[CH2:3][CH2:2]1.[CH:18]1([CH2:21][C:22]([NH2:30])([CH3:29])[C:23]2[N:27]=[C:26]([CH3:28])[O:25][N:24]=2)[CH2:20][CH2:19]1, predict the reaction product. The product is: [CH:1]1([C:4]2[C:5]([O:13][CH2:14][CH:15]([F:17])[F:16])=[CH:6][C:7]([C:10]([NH:30][C:22]([C:23]3[N:27]=[C:26]([CH3:28])[O:25][N:24]=3)([CH3:29])[CH2:21][CH:18]3[CH2:19][CH2:20]3)=[O:12])=[N:8][CH:9]=2)[CH2:2][CH2:3]1.